This data is from NCI-60 drug combinations with 297,098 pairs across 59 cell lines. The task is: Regression. Given two drug SMILES strings and cell line genomic features, predict the synergy score measuring deviation from expected non-interaction effect. (1) Synergy scores: CSS=0.390, Synergy_ZIP=0.192, Synergy_Bliss=-0.146, Synergy_Loewe=-1.65, Synergy_HSA=-2.19. Drug 1: CC1=C(N=C(N=C1N)C(CC(=O)N)NCC(C(=O)N)N)C(=O)NC(C(C2=CN=CN2)OC3C(C(C(C(O3)CO)O)O)OC4C(C(C(C(O4)CO)O)OC(=O)N)O)C(=O)NC(C)C(C(C)C(=O)NC(C(C)O)C(=O)NCCC5=NC(=CS5)C6=NC(=CS6)C(=O)NCCC[S+](C)C)O. Cell line: SK-MEL-28. Drug 2: CS(=O)(=O)OCCCCOS(=O)(=O)C. (2) Drug 1: CC1=C(C=C(C=C1)NC2=NC=CC(=N2)N(C)C3=CC4=NN(C(=C4C=C3)C)C)S(=O)(=O)N.Cl. Drug 2: CS(=O)(=O)OCCCCOS(=O)(=O)C. Cell line: IGROV1. Synergy scores: CSS=-3.74, Synergy_ZIP=-4.69, Synergy_Bliss=-10.4, Synergy_Loewe=-13.7, Synergy_HSA=-11.0. (3) Drug 1: C1CC(=O)NC(=O)C1N2CC3=C(C2=O)C=CC=C3N. Drug 2: C1C(C(OC1N2C=C(C(=O)NC2=O)F)CO)O. Cell line: HT29. Synergy scores: CSS=45.1, Synergy_ZIP=2.46, Synergy_Bliss=2.20, Synergy_Loewe=-21.3, Synergy_HSA=4.84. (4) Drug 1: CC1=CC2C(CCC3(C2CCC3(C(=O)C)OC(=O)C)C)C4(C1=CC(=O)CC4)C. Drug 2: CS(=O)(=O)CCNCC1=CC=C(O1)C2=CC3=C(C=C2)N=CN=C3NC4=CC(=C(C=C4)OCC5=CC(=CC=C5)F)Cl. Cell line: MOLT-4. Synergy scores: CSS=4.32, Synergy_ZIP=-1.32, Synergy_Bliss=7.45, Synergy_Loewe=4.06, Synergy_HSA=4.83.